This data is from Catalyst prediction with 721,799 reactions and 888 catalyst types from USPTO. The task is: Predict which catalyst facilitates the given reaction. (1) Reactant: [Cl:1][C:2]1[CH:10]=[C:9]([N:11]2[CH2:16][CH2:15][N:14]([C:17]3[CH:22]=[C:21]([F:23])[CH:20]=[CH:19][C:18]=3[CH3:24])[CH2:13][CH2:12]2)[C:8]([N+:25]([O-:27])=[O:26])=[CH:7][C:3]=1[C:4]([OH:6])=O.CN(C([O:35]N1N=NC2C=CC=NC1=2)=[N+](C)C)C.F[P-](F)(F)(F)(F)F.[CH:52]([N:55]([CH2:59][CH3:60])[CH:56]([CH3:58])C)([CH3:54])C.C1(C)C=CC=CC=1[N:67]1[CH2:72]CNCC1. Product: [Cl:1][C:2]1[CH:10]=[C:9]([N:11]2[CH2:12][CH2:13][N:14]([C:17]3[CH:22]=[C:21]([F:23])[CH:20]=[CH:19][C:18]=3[CH3:24])[CH2:15][CH2:16]2)[C:8]([N+:25]([O-:27])=[O:26])=[CH:7][C:3]=1[C:4]([NH:67][CH2:72][CH2:60][CH2:59][N:55]1[CH2:52][CH2:54][CH2:58][C:56]1=[O:35])=[O:6]. The catalyst class is: 229. (2) Reactant: Cl.[Cl:2][C:3]1[CH:11]=[C:10]([NH:12][C:13]2[C:22]3[C:17](=[CH:18][CH:19]=[CH:20][C:21]=3[O:23][CH:24]3[CH2:29][CH2:28][N:27]([CH3:30])[CH2:26][CH2:25]3)[N:16]=[CH:15][N:14]=2)[CH:9]=[CH:8][C:4]=1[C:5]([OH:7])=O.CN(C(ON1N=NC2C=CC=NC1=2)=[N+](C)C)C.F[P-](F)(F)(F)(F)F.C(N(C(C)C)CC)(C)C.[NH:64]1[CH:73]2[CH:68]([CH2:69][CH2:70][CH2:71][CH2:72]2)[CH2:67][CH2:66][CH2:65]1.C(=O)([O-])O.[Na+]. Product: [Cl:2][C:3]1[CH:11]=[C:10]([CH:9]=[CH:8][C:4]=1[C:5]([N:64]1[CH:73]2[CH:68]([CH2:69][CH2:70][CH2:71][CH2:72]2)[CH2:67][CH2:66][CH2:65]1)=[O:7])[NH:12][C:13]1[C:22]2[C:17](=[CH:18][CH:19]=[CH:20][C:21]=2[O:23][CH:24]2[CH2:29][CH2:28][N:27]([CH3:30])[CH2:26][CH2:25]2)[N:16]=[CH:15][N:14]=1. The catalyst class is: 37. (3) Reactant: C(O)(C(F)(F)F)=O.[CH3:8][C:9]1[C:14]2[NH:15][C:16](=[O:18])[O:17][C:13]=2[CH:12]=[C:11]([NH:19]C(=O)OC(C)(C)C)[CH:10]=1. Product: [NH2:19][C:11]1[CH:10]=[C:9]([CH3:8])[C:14]2[NH:15][C:16](=[O:18])[O:17][C:13]=2[CH:12]=1. The catalyst class is: 2. (4) Reactant: [Cl:1][C:2]1[CH:7]=[CH:6][CH:5]=[CH:4][C:3]=1[S:8]([NH:11][CH2:12][CH:13]([CH3:15])[CH3:14])(=[O:10])=[O:9].[Br:16][C:17]1[CH:18]=[CH:19][C:20]([CH2:23]O)=[N:21][CH:22]=1.C1(P(C2C=CC=CC=2)C2C=CC=CC=2)C=CC=CC=1.N(C(OCC)=O)=NC(OCC)=O. Product: [Br:16][C:17]1[CH:18]=[CH:19][C:20]([CH2:23][N:11]([CH2:12][CH:13]([CH3:15])[CH3:14])[S:8]([C:3]2[CH:4]=[CH:5][CH:6]=[CH:7][C:2]=2[Cl:1])(=[O:9])=[O:10])=[N:21][CH:22]=1. The catalyst class is: 7. (5) Reactant: [F:1][C:2]1[CH:3]=[C:4]([CH:8]=[CH:9][CH:10]=1)[C:5]([OH:7])=O.Cl.CN(C)CCCN=C=NCC.O.ON1C2C=CC=CC=2N=N1.[Cl:34][CH2:35][C:36]([NH:38]O)=[NH:37]. Product: [Cl:34][CH2:35][C:36]1[N:38]=[C:5]([C:4]2[CH:8]=[CH:9][CH:10]=[C:2]([F:1])[CH:3]=2)[O:7][N:37]=1. The catalyst class is: 399. (6) Reactant: [C:1]([O:5][C:6](=[O:31])[NH:7][CH:8]1[CH2:13][CH2:12][CH:11]([NH:14][C:15]2[C:16]3[N:17]([C:21]([C:24]4[CH:29]=[CH:28][CH:27]=[C:26](Br)[N:25]=4)=[CH:22][N:23]=3)[CH:18]=[CH:19][N:20]=2)[CH2:10][CH2:9]1)([CH3:4])([CH3:3])[CH3:2].[C:32]([O:36][C:37](=[O:48])[NH:38][CH2:39][CH:40]([NH2:47])[C:41]1[CH:46]=[CH:45][CH:44]=[CH:43][CH:42]=1)([CH3:35])([CH3:34])[CH3:33].CN(C1C(C2C(P(C3CCCCC3)C3CCCCC3)=CC=CC=2)=CC=CC=1)C.C([O-])([O-])=O.[K+].[K+]. Product: [C:1]([O:5][C:6](=[O:31])[NH:7][CH:8]1[CH2:13][CH2:12][CH:11]([NH:14][C:15]2[C:16]3[N:17]([C:21]([C:24]4[CH:29]=[CH:28][CH:27]=[C:26]([NH:47][CH:40]([C:41]5[CH:46]=[CH:45][CH:44]=[CH:43][CH:42]=5)[CH2:39][NH:38][C:37]([O:36][C:32]([CH3:35])([CH3:33])[CH3:34])=[O:48])[N:25]=4)=[CH:22][N:23]=3)[CH:18]=[CH:19][N:20]=2)[CH2:10][CH2:9]1)([CH3:4])([CH3:3])[CH3:2]. The catalyst class is: 102.